The task is: Binary Classification. Given a miRNA mature sequence and a target amino acid sequence, predict their likelihood of interaction.. This data is from Experimentally validated miRNA-target interactions with 360,000+ pairs, plus equal number of negative samples. (1) The miRNA is mmu-miR-3097-5p with sequence CACAGGUGGGAAGUGUGUGUCCA. The protein sequence of the target gene is MVKLFIGNLPREATEQEIRSLFEQYGKVLECDIIKNYGFVHIEDKTAAEDAIRNLHHYKLHGVNINVEASKNKSKTSTKLHVGNISPTCTNKELRAKFEEYGPVIECDIVKDYAFVHMERAEDAVEAIRGLDNTEFQGKRMHVQLSTSRLRTAPGMGDQSGCYRCGKEGHWSKECPIDRSGRVADLTEQYNEQYGAVRTPYTMSYGDSLYYNNAYGALDAYYKRCRAARSYEAVAAAAASVYNYAEQTLSQLPQVQNTAMASHLTSTSLDPYDRHLLPTSGAAATAAAAAAAAAAVTAAS.... Result: 0 (no interaction). (2) The miRNA is hsa-miR-3166 with sequence CGCAGACAAUGCCUACUGGCCUA. The protein sequence of the target gene is MGPPLWPDLQEPPPPGTSSQIRSPLLCDVIKPAPHHDVTVRVVPPPRFLPLLLRPLPSDGDIAMRRDRGPKPALGGAGEVEPGGMAASPTGRPRRLQRYLQSGEFDQFRDFPIFESNFVQFCPDIYPAPTSDLWPQVTRLGEVANEVTMGVAASSPALELPDLLLLAGPAKENGHLQLFGLFPLKFVQLFVHDKSRCQLEVKLNTSRTFYLQLRAPLKTRDREFGQWVRLLYRLRFLSASAVPFTQE. Result: 0 (no interaction).